Dataset: Full USPTO retrosynthesis dataset with 1.9M reactions from patents (1976-2016). Task: Predict the reactants needed to synthesize the given product. The reactants are: [C:1]([C:3]1[CH:4]=[C:5]2[C:10](=[CH:11][CH:12]=1)[NH:9][CH2:8][C@@H:7]([NH:13][C:14]([NH:16][CH:17]1[CH2:22][CH2:21][CH2:20][CH2:19][CH2:18]1)=[O:15])[CH2:6]2)#[N:2].[Cl:23][C:24]1[CH:25]=[C:26]([CH:29]=[CH:30][CH:31]=1)[CH:27]=O. Given the product [Cl:23][C:24]1[CH:25]=[C:26]([CH:29]=[CH:30][CH:31]=1)[CH2:27][N:9]1[C:10]2[C:5](=[CH:4][C:3]([C:1]#[N:2])=[CH:12][CH:11]=2)[CH2:6][C@H:7]([NH:13][C:14]([NH:16][CH:17]2[CH2:22][CH2:21][CH2:20][CH2:19][CH2:18]2)=[O:15])[CH2:8]1, predict the reactants needed to synthesize it.